Predict which catalyst facilitates the given reaction. From a dataset of Catalyst prediction with 721,799 reactions and 888 catalyst types from USPTO. Reactant: [Cl:1][C:2]1[CH:3]=[C:4]([CH:9]=[CH:10][C:11]=1[N:12]=[O:13])[C:5]([O:7][CH3:8])=[O:6].[CH2:14]=[CH:15][CH:16]=[CH2:17]. Product: [Cl:1][C:2]1[CH:3]=[C:4]([CH:9]=[CH:10][C:11]=1[N:12]1[CH2:17][CH:16]=[CH:15][CH2:14][O:13]1)[C:5]([O:7][CH3:8])=[O:6]. The catalyst class is: 22.